From a dataset of Full USPTO retrosynthesis dataset with 1.9M reactions from patents (1976-2016). Predict the reactants needed to synthesize the given product. (1) Given the product [Br:29][C:30]1[CH:31]=[CH:32][C:33]([N:36]2[C:40]([C:41]([F:44])([F:43])[F:42])=[CH:39][C:38]([C:45]3[C:22]([CH3:23])([CH3:24])[C:21](=[O:26])[N:4]([CH3:5])[N:17]=3)=[N:37]2)=[N:34][CH:35]=1, predict the reactants needed to synthesize it. The reactants are: C([N-:4][CH:5](C)C)(C)C.[Li+].C([Li])CCC.C([NH:17]C(C)C)(C)C.[C:21]([O:26]CC)(=O)[CH:22]([CH3:24])[CH3:23].[Br:29][C:30]1[CH:31]=[CH:32][C:33]([N:36]2[C:40]([C:41]([F:44])([F:43])[F:42])=[CH:39][C:38]([C:45](Cl)=O)=[N:37]2)=[N:34][CH:35]=1. (2) Given the product [C:20]1([CH2:26][C@H:27]([NH2:33])[C:28]2[S:29][CH:30]=[CH:31][N:32]=2)[CH:25]=[CH:24][CH:23]=[CH:22][CH:21]=1, predict the reactants needed to synthesize it. The reactants are: C1(P(C2C=CC=CC=2)C2C=CC=CC=2)C=CC=CC=1.[C:20]1([CH2:26][C@H:27]([N:33]=[N+]=[N-])[C:28]2[S:29][CH:30]=[CH:31][N:32]=2)[CH:25]=[CH:24][CH:23]=[CH:22][CH:21]=1.[OH-].[NH4+]. (3) Given the product [Cl:40][CH2:41][Cl:43].[CH3:17][OH:20].[NH3:1].[NH3:25].[CH3:21][O:20][C:17]1[CH:18]=[C:19]2[C:14]([CH:13]=[CH:12][C:11](=[O:22])[N:10]2[CH2:9][CH2:8][N:5]2[CH2:6][CH2:7][CH:2]([NH:1][CH2:34][C:32]3[CH:31]=[CH:30][C:27]4[O:28][CH2:29][C:24](=[O:23])[NH:25][C:26]=4[N:33]=3)[CH2:3][CH2:4]2)=[CH:15][CH:16]=1, predict the reactants needed to synthesize it. The reactants are: [NH2:1][CH:2]1[CH2:7][CH2:6][N:5]([CH2:8][CH2:9][N:10]2[C:19]3[C:14](=[CH:15][CH:16]=[C:17]([O:20][CH3:21])[CH:18]=3)[CH:13]=[CH:12][C:11]2=[O:22])[CH2:4][CH2:3]1.[O:23]=[C:24]1[CH2:29][O:28][C:27]2[CH:30]=[CH:31][C:32]([CH:34]=O)=[N:33][C:26]=2[NH:25]1.C([BH3-])#N.[Na+].[Cl:40][CH:41]([Cl:43])C.CO. (4) Given the product [CH2:1]([O:8][C@@H:9]1[C@@H:15]([O:16][CH2:17][C:18]2[CH:23]=[CH:22][CH:21]=[CH:20][CH:19]=2)[C@H:14]([O:24][CH2:25][C:26]2[CH:27]=[CH:28][CH:29]=[CH:30][CH:31]=2)[C@@H:13]([CH2:32][O:33][CH2:34][C:35]2[CH:36]=[CH:37][CH:38]=[CH:39][CH:40]=2)[O:12][CH:10]1[O:11][CH2:47][C:46]([OH:58])=[O:45])[C:2]1[CH:3]=[CH:4][CH:5]=[CH:6][CH:7]=1, predict the reactants needed to synthesize it. The reactants are: [CH2:1]([O:8][C@@H:9]1[C@@H:15]([O:16][CH2:17][C:18]2[CH:23]=[CH:22][CH:21]=[CH:20][CH:19]=2)[C@H:14]([O:24][CH2:25][C:26]2[CH:31]=[CH:30][CH:29]=[CH:28][CH:27]=2)[C@@H:13]([CH2:32][O:33][CH2:34][C:35]2[CH:40]=[CH:39][CH:38]=[CH:37][CH:36]=2)[O:12][CH:10]1[OH:11])[C:2]1[CH:7]=[CH:6][CH:5]=[CH:4][CH:3]=1.[OH-].[K+].C([O:45][C:46](=[O:58])[CH2:47]CCCCCCCCCBr)C.COC(C)(C)C. (5) Given the product [OH:18][CH2:19][C:20]1[S:24][C:23]([C:25]2[CH:26]=[CH:27][C:28]([N+:42]([O-:44])=[O:43])=[C:29]([NH:31][C:32](=[O:41])[C:33]3[CH:38]=[CH:37][C:36]([O:39][CH3:40])=[CH:35][CH:34]=3)[CH:30]=2)=[CH:22][CH:21]=1, predict the reactants needed to synthesize it. The reactants are: [Si]([O:18][CH2:19][C:20]1[S:24][C:23]([C:25]2[CH:26]=[CH:27][C:28]([N+:42]([O-:44])=[O:43])=[C:29]([NH:31][C:32](=[O:41])[C:33]3[CH:38]=[CH:37][C:36]([O:39][CH3:40])=[CH:35][CH:34]=3)[CH:30]=2)=[CH:22][CH:21]=1)(C(C)(C)C)(C1C=CC=CC=1)C1C=CC=CC=1.[F-].C([N+](CCCC)(CCCC)CCCC)CCC.C1COCC1. (6) Given the product [CH3:1][C:2]1[C:6]([C:7]2[CH:8]=[C:9]([I:15])[C:10]3[NH:14][C:17](=[O:18])[NH:13][C:11]=3[CH:12]=2)=[C:5]([CH3:16])[O:4][N:3]=1, predict the reactants needed to synthesize it. The reactants are: [CH3:1][C:2]1[C:6]([C:7]2[CH:12]=[C:11]([NH2:13])[C:10]([NH2:14])=[C:9]([I:15])[CH:8]=2)=[C:5]([CH3:16])[O:4][N:3]=1.[C:17](N1C=CN=C1)(N1C=CN=C1)=[O:18].O1CCCC1. (7) Given the product [Si:19]([O:26][C:27]1[CH:28]=[C:29]([C:35]2[NH:9][C:5]3[C:6]([CH:36]=2)=[CH:7][CH:8]=[C:3]([O:2][CH3:1])[CH:4]=3)[CH:30]=[CH:31][C:32]=1[O:33][CH3:34])([C:22]([CH3:25])([CH3:24])[CH3:23])([CH3:21])[CH3:20], predict the reactants needed to synthesize it. The reactants are: [CH3:1][O:2][C:3]1[CH:8]=[CH:7][CH:6]=[C:5]([NH2:9])[CH:4]=1.CN(C)C1C=CC=CC=1.[Si:19]([O:26][C:27]1[CH:28]=[C:29]([C:35](=O)[CH2:36]Br)[CH:30]=[CH:31][C:32]=1[O:33][CH3:34])([C:22]([CH3:25])([CH3:24])[CH3:23])([CH3:21])[CH3:20].O.